This data is from NCI-60 drug combinations with 297,098 pairs across 59 cell lines. The task is: Regression. Given two drug SMILES strings and cell line genomic features, predict the synergy score measuring deviation from expected non-interaction effect. (1) Drug 1: CC1=C(C(=CC=C1)Cl)NC(=O)C2=CN=C(S2)NC3=CC(=NC(=N3)C)N4CCN(CC4)CCO. Drug 2: CCC1(CC2CC(C3=C(CCN(C2)C1)C4=CC=CC=C4N3)(C5=C(C=C6C(=C5)C78CCN9C7C(C=CC9)(C(C(C8N6C)(C(=O)OC)O)OC(=O)C)CC)OC)C(=O)OC)O.OS(=O)(=O)O. Cell line: NCI/ADR-RES. Synergy scores: CSS=-5.38, Synergy_ZIP=3.43, Synergy_Bliss=1.50, Synergy_Loewe=-4.12, Synergy_HSA=-3.51. (2) Drug 1: CC1C(C(CC(O1)OC2CC(CC3=C2C(=C4C(=C3O)C(=O)C5=C(C4=O)C(=CC=C5)OC)O)(C(=O)C)O)N)O.Cl. Drug 2: CC(C)(C#N)C1=CC(=CC(=C1)CN2C=NC=N2)C(C)(C)C#N. Cell line: SK-OV-3. Synergy scores: CSS=2.65, Synergy_ZIP=-4.50, Synergy_Bliss=-6.88, Synergy_Loewe=-10.3, Synergy_HSA=-6.01. (3) Drug 1: C1CN1P(=S)(N2CC2)N3CC3. Drug 2: C1C(C(OC1N2C=C(C(=O)NC2=O)F)CO)O. Cell line: KM12. Synergy scores: CSS=13.5, Synergy_ZIP=1.98, Synergy_Bliss=6.28, Synergy_Loewe=-5.55, Synergy_HSA=0.143. (4) Drug 1: C1=CC(=C2C(=C1NCCNCCO)C(=O)C3=C(C=CC(=C3C2=O)O)O)NCCNCCO. Drug 2: C1=CC(=CC=C1CC(C(=O)O)N)N(CCCl)CCCl.Cl. Cell line: SK-MEL-28. Synergy scores: CSS=40.1, Synergy_ZIP=0.686, Synergy_Bliss=1.97, Synergy_Loewe=-33.1, Synergy_HSA=0.637. (5) Drug 1: CC12CCC(CC1=CCC3C2CCC4(C3CC=C4C5=CN=CC=C5)C)O. Drug 2: C1CC(C1)(C(=O)O)C(=O)O.[NH2-].[NH2-].[Pt+2]. Cell line: UACC-257. Synergy scores: CSS=18.2, Synergy_ZIP=-4.58, Synergy_Bliss=2.00, Synergy_Loewe=0.305, Synergy_HSA=2.09. (6) Drug 1: COC1=CC(=CC(=C1O)OC)C2C3C(COC3=O)C(C4=CC5=C(C=C24)OCO5)OC6C(C(C7C(O6)COC(O7)C8=CC=CS8)O)O. Drug 2: CN(C)C1=NC(=NC(=N1)N(C)C)N(C)C. Cell line: PC-3. Synergy scores: CSS=18.1, Synergy_ZIP=-5.12, Synergy_Bliss=-5.36, Synergy_Loewe=-63.2, Synergy_HSA=-6.19. (7) Drug 1: CCCS(=O)(=O)NC1=C(C(=C(C=C1)F)C(=O)C2=CNC3=C2C=C(C=N3)C4=CC=C(C=C4)Cl)F. Drug 2: CCC1(C2=C(COC1=O)C(=O)N3CC4=CC5=C(C=CC(=C5CN(C)C)O)N=C4C3=C2)O.Cl. Cell line: KM12. Synergy scores: CSS=15.6, Synergy_ZIP=-1.73, Synergy_Bliss=0.0745, Synergy_Loewe=-61.3, Synergy_HSA=-2.91. (8) Drug 1: C1=CC=C(C=C1)NC(=O)CCCCCCC(=O)NO. Drug 2: CC(C)NC(=O)C1=CC=C(C=C1)CNNC.Cl. Cell line: NCI-H322M. Synergy scores: CSS=6.62, Synergy_ZIP=-1.55, Synergy_Bliss=1.06, Synergy_Loewe=1.78, Synergy_HSA=1.56.